This data is from Forward reaction prediction with 1.9M reactions from USPTO patents (1976-2016). The task is: Predict the product of the given reaction. The product is: [C:50]([O:47][C:44]([N:27]1[CH2:38][C@@H:37]2[C@H:31]1[CH2:30][N:29]([C:2]1[N:3]=[N:4][C:5]([C:8]3[CH:13]=[CH:12][CH:11]=[CH:10][CH:9]=3)=[CH:6][CH:7]=1)[CH2:32]2)=[O:45])([CH3:56])([CH3:55])[CH3:51]. Given the reactants Cl[C:2]1[N:3]=[N:4][C:5]([C:8]2[CH:13]=[CH:12][CH:11]=[CH:10][CH:9]=2)=[CH:6][CH:7]=1.[Cl-].C(C1C=CC=C(CCC)C=1[N+:27]1[CH:31]=[CH:30][N:29]([C:32]2[C:37]([CH2:38]CC)=CC=CC=2CCC)C=1)CC.[C:44]([O-:47])([O-])=[O:45].[Cs+].[Cs+].[C:50]1([CH3:56])[CH:55]=CC=C[CH:51]=1, predict the reaction product.